The task is: Regression. Given two drug SMILES strings and cell line genomic features, predict the synergy score measuring deviation from expected non-interaction effect.. This data is from NCI-60 drug combinations with 297,098 pairs across 59 cell lines. (1) Drug 1: CN1C2=C(C=C(C=C2)N(CCCl)CCCl)N=C1CCCC(=O)O.Cl. Drug 2: C(CN)CNCCSP(=O)(O)O. Cell line: A498. Synergy scores: CSS=1.52, Synergy_ZIP=1.17, Synergy_Bliss=3.79, Synergy_Loewe=0.513, Synergy_HSA=1.48. (2) Drug 1: CC12CCC(CC1=CCC3C2CCC4(C3CC=C4C5=CN=CC=C5)C)O. Drug 2: CC1=C(C=C(C=C1)NC(=O)C2=CC=C(C=C2)CN3CCN(CC3)C)NC4=NC=CC(=N4)C5=CN=CC=C5. Cell line: UO-31. Synergy scores: CSS=35.6, Synergy_ZIP=3.79, Synergy_Bliss=8.61, Synergy_Loewe=-1.13, Synergy_HSA=6.49. (3) Drug 1: C1C(C(OC1N2C=C(C(=O)NC2=O)F)CO)O. Drug 2: CCC(=C(C1=CC=CC=C1)C2=CC=C(C=C2)OCCN(C)C)C3=CC=CC=C3.C(C(=O)O)C(CC(=O)O)(C(=O)O)O. Cell line: TK-10. Synergy scores: CSS=20.7, Synergy_ZIP=2.90, Synergy_Bliss=4.46, Synergy_Loewe=-8.63, Synergy_HSA=4.15. (4) Drug 1: C1=CC(=C2C(=C1NCCNCCO)C(=O)C3=C(C=CC(=C3C2=O)O)O)NCCNCCO. Drug 2: C1C(C(OC1N2C=C(C(=O)NC2=O)F)CO)O. Cell line: RXF 393. Synergy scores: CSS=36.6, Synergy_ZIP=-1.82, Synergy_Bliss=1.03, Synergy_Loewe=4.80, Synergy_HSA=6.36. (5) Drug 1: CC1=C2C(C(=O)C3(C(CC4C(C3C(C(C2(C)C)(CC1OC(=O)C(C(C5=CC=CC=C5)NC(=O)OC(C)(C)C)O)O)OC(=O)C6=CC=CC=C6)(CO4)OC(=O)C)O)C)O. Drug 2: C1=CN(C=N1)CC(O)(P(=O)(O)O)P(=O)(O)O. Cell line: HS 578T. Synergy scores: CSS=-0.752, Synergy_ZIP=2.99, Synergy_Bliss=5.01, Synergy_Loewe=1.96, Synergy_HSA=1.21.